Dataset: NCI-60 drug combinations with 297,098 pairs across 59 cell lines. Task: Regression. Given two drug SMILES strings and cell line genomic features, predict the synergy score measuring deviation from expected non-interaction effect. (1) Drug 1: C1=CC(=CC=C1CCC2=CNC3=C2C(=O)NC(=N3)N)C(=O)NC(CCC(=O)O)C(=O)O. Drug 2: CC1CCC2CC(C(=CC=CC=CC(CC(C(=O)C(C(C(=CC(C(=O)CC(OC(=O)C3CCCCN3C(=O)C(=O)C1(O2)O)C(C)CC4CCC(C(C4)OC)O)C)C)O)OC)C)C)C)OC. Cell line: OVCAR-5. Synergy scores: CSS=23.0, Synergy_ZIP=-5.32, Synergy_Bliss=-2.97, Synergy_Loewe=1.95, Synergy_HSA=2.89. (2) Drug 1: CC12CCC(CC1=CCC3C2CCC4(C3CC=C4C5=CN=CC=C5)C)O. Drug 2: CCC1(C2=C(COC1=O)C(=O)N3CC4=CC5=C(C=CC(=C5CN(C)C)O)N=C4C3=C2)O.Cl. Cell line: SW-620. Synergy scores: CSS=28.7, Synergy_ZIP=0.587, Synergy_Bliss=4.82, Synergy_Loewe=-19.9, Synergy_HSA=3.99. (3) Drug 1: CC12CCC3C(C1CCC2=O)CC(=C)C4=CC(=O)C=CC34C. Drug 2: CN1C(=O)N2C=NC(=C2N=N1)C(=O)N. Cell line: UACC62. Synergy scores: CSS=13.4, Synergy_ZIP=2.79, Synergy_Bliss=4.06, Synergy_Loewe=0.507, Synergy_HSA=2.26. (4) Drug 1: CN(CC1=CN=C2C(=N1)C(=NC(=N2)N)N)C3=CC=C(C=C3)C(=O)NC(CCC(=O)O)C(=O)O. Drug 2: CCC1(C2=C(COC1=O)C(=O)N3CC4=CC5=C(C=CC(=C5CN(C)C)O)N=C4C3=C2)O.Cl. Cell line: A498. Synergy scores: CSS=8.60, Synergy_ZIP=-3.30, Synergy_Bliss=2.10, Synergy_Loewe=-7.22, Synergy_HSA=-1.70. (5) Drug 1: C1CCC(C1)C(CC#N)N2C=C(C=N2)C3=C4C=CNC4=NC=N3. Drug 2: CC(C)NC(=O)C1=CC=C(C=C1)CNNC.Cl. Cell line: UACC62. Synergy scores: CSS=-1.90, Synergy_ZIP=5.31, Synergy_Bliss=3.91, Synergy_Loewe=-6.63, Synergy_HSA=-5.91. (6) Drug 1: C1C(C(OC1N2C=NC3=C(N=C(N=C32)Cl)N)CO)O. Drug 2: CC1C(C(CC(O1)OC2CC(OC(C2O)C)OC3=CC4=CC5=C(C(=O)C(C(C5)C(C(=O)C(C(C)O)O)OC)OC6CC(C(C(O6)C)O)OC7CC(C(C(O7)C)O)OC8CC(C(C(O8)C)O)(C)O)C(=C4C(=C3C)O)O)O)O. Cell line: OVCAR-8. Synergy scores: CSS=65.1, Synergy_ZIP=-0.285, Synergy_Bliss=-0.633, Synergy_Loewe=0.203, Synergy_HSA=1.19. (7) Drug 1: CC1=C(C=C(C=C1)NC2=NC=CC(=N2)N(C)C3=CC4=NN(C(=C4C=C3)C)C)S(=O)(=O)N.Cl. Drug 2: C1=CC(=CC=C1CCCC(=O)O)N(CCCl)CCCl. Cell line: TK-10. Synergy scores: CSS=16.0, Synergy_ZIP=-2.81, Synergy_Bliss=1.20, Synergy_Loewe=-0.320, Synergy_HSA=1.02. (8) Drug 1: CS(=O)(=O)OCCCCOS(=O)(=O)C. Drug 2: CC(C)NC(=O)C1=CC=C(C=C1)CNNC.Cl. Cell line: BT-549. Synergy scores: CSS=16.9, Synergy_ZIP=-5.88, Synergy_Bliss=-3.85, Synergy_Loewe=1.87, Synergy_HSA=1.88.